This data is from Reaction yield outcomes from USPTO patents with 853,638 reactions. The task is: Predict the reaction yield, written as a fraction of the theoretical maximum amount of product (1.0 means a 100% yield; for example, 0.34 means a 34% yield). (1) The reactants are [CH2:1]([N:4]1[CH2:10][CH2:9][CH2:8][NH:7][CH2:6][CH2:5]1)[CH:2]=[CH2:3].Cl[C:12]1[N:13]=[CH:14][C:15]([C:18]([NH:20][C:21]2[NH:22][N:23]=[C:24]([CH2:26][CH2:27][C:28]3[CH:33]=[C:32]([O:34][CH3:35])[CH:31]=[C:30]([O:36][CH3:37])[CH:29]=3)[CH:25]=2)=[O:19])=[N:16][CH:17]=1. The catalyst is CS(C)=O.CO. The product is [CH3:35][O:34][C:32]1[CH:33]=[C:28]([CH2:27][CH2:26][C:24]2[CH:25]=[C:21]([NH:20][C:18]([C:15]3[CH:14]=[N:13][C:12]([N:7]4[CH2:8][CH2:9][CH2:10][N:4]([CH2:1][CH:2]=[CH2:3])[CH2:5][CH2:6]4)=[CH:17][N:16]=3)=[O:19])[NH:22][N:23]=2)[CH:29]=[C:30]([O:36][CH3:37])[CH:31]=1. The yield is 0.690. (2) The reactants are [Si]([O:8][C@H:9]1[CH2:14][CH2:13][C@H:12]([N:15]2[C:20](=[O:21])[C:19]([CH2:22][C:23]3[CH:28]=[CH:27][C:26]([C:29]4[C:30]([C:35]#[N:36])=[CH:31][CH:32]=[CH:33][CH:34]=4)=[CH:25][CH:24]=3)=[C:18]([CH2:37][CH2:38][CH3:39])[N:17]3[N:40]=[CH:41][C:42]([F:43])=[C:16]23)[CH2:11][CH2:10]1)(C(C)(C)C)(C)C.[F-].C([N+](CCCC)(CCCC)CCCC)CCC.[C:62]([O:65][CH2:66][CH3:67])(=[O:64])[CH3:63].[Cl-].[NH4+]. The catalyst is O1CCCC1. The product is [C:35]([C:30]1[CH:31]=[CH:32][CH:33]=[CH:34][C:29]=1[C:26]1[CH:27]=[CH:28][C:23]([CH2:22][C:19]2[C:20](=[O:21])[N:15]([C@H:12]3[CH2:11][CH2:10][C@H:9]([O:8][CH2:63][C:62]([O:65][CH2:66][CH3:67])=[O:64])[CH2:14][CH2:13]3)[C:16]3[N:17]([N:40]=[CH:41][C:42]=3[F:43])[C:18]=2[CH2:37][CH2:38][CH3:39])=[CH:24][CH:25]=1)#[N:36]. The yield is 0.420. (3) The reactants are [CH3:1][O:2][C:3]1[C:4]([N+:16]([O-])=O)=[C:5]([NH:11][CH2:12][C:13](O)=[O:14])[CH:6]=[CH:7][C:8]=1[O:9][CH3:10]. The catalyst is [Pd].CO. The product is [CH3:10][O:9][C:8]1[C:3]([O:2][CH3:1])=[C:4]2[C:5]([NH:11][CH2:12][C:13](=[O:14])[NH:16]2)=[CH:6][CH:7]=1. The yield is 0.520. (4) The reactants are Br[C:2]1[CH:7]=[CH:6][N:5]=[C:4]2[NH:8][CH:9]=[CH:10][C:3]=12.[H-].[Na+].C([Li])CCC.[B:18](OC(C)C)([O:23]C(C)C)[O:19]C(C)C. The catalyst is C1COCC1. The product is [NH:8]1[C:4]2=[N:5][CH:6]=[CH:7][C:2]([B:18]([OH:23])[OH:19])=[C:3]2[CH:10]=[CH:9]1. The yield is 0.760. (5) The reactants are [NH2:1][C:2]1[CH:7]=[C:6]([C:8]([F:11])([F:10])[F:9])[CH:5]=[CH:4][C:3]=1[S:12]([NH:15][C:16]1[C:17](Cl)=[CH:18][CH:19]=[C:20]2[C:25]=1[N:24]=[CH:23][CH:22]=[C:21]2[O:26][CH3:27])(=[O:14])=[O:13].C([O-])=O.[NH4+]. The catalyst is [Pd].C(O)(=O)C.CCOC(C)=O. The product is [NH2:1][C:2]1[CH:7]=[C:6]([C:8]([F:10])([F:9])[F:11])[CH:5]=[CH:4][C:3]=1[S:12]([NH:15][C:16]1[CH:17]=[CH:18][CH:19]=[C:20]2[C:25]=1[N:24]=[CH:23][CH:22]=[C:21]2[O:26][CH3:27])(=[O:13])=[O:14]. The yield is 1.00. (6) The reactants are [H-].[Na+].[F:3][C:4]1[CH:9]=[CH:8][C:7]([CH:10]2[C:18]3[C:13](=[CH:14][C:15]([C:19]#[N:20])=[CH:16][CH:17]=3)[CH2:12][O:11]2)=[CH:6][CH:5]=1.[CH3:21][N:22]([CH3:27])[CH2:23][CH2:24][CH2:25]Cl.CN(C)CCN(C)C. The catalyst is C1(C)C=CC=CC=1.C1COCC1.[Br-].C([N+](CCCC)(CCCC)CCCC)CCC.CS(C)=O. The product is [CH3:21][N:22]([CH3:27])[CH2:23][CH2:24][CH2:25][C:10]1([C:7]2[CH:8]=[CH:9][C:4]([F:3])=[CH:5][CH:6]=2)[C:18]2[C:13](=[CH:14][C:15]([C:19]#[N:20])=[CH:16][CH:17]=2)[CH2:12][O:11]1. The yield is 0.686.